Dataset: Forward reaction prediction with 1.9M reactions from USPTO patents (1976-2016). Task: Predict the product of the given reaction. (1) Given the reactants [OH:1][C@@:2]([C@H:11]1[O:16][CH2:15][CH2:14][N:13]([CH2:17][C:18]2[CH:23]=[CH:22][C:21]([O:24][CH3:25])=[CH:20][CH:19]=2)[C:12]1=[O:26])([CH3:10])[C:3]([O:5][C:6]([CH3:9])([CH3:8])[CH3:7])=[O:4].[Li+].[CH3:28]C([N-]C(C)C)C.CI, predict the reaction product. The product is: [OH:1][C@@:2]([C@@:11]1([CH3:28])[O:16][CH2:15][CH2:14][N:13]([CH2:17][C:18]2[CH:19]=[CH:20][C:21]([O:24][CH3:25])=[CH:22][CH:23]=2)[C:12]1=[O:26])([CH3:10])[C:3]([O:5][C:6]([CH3:7])([CH3:8])[CH3:9])=[O:4]. (2) The product is: [Br:1][C:2]1[CH:7]=[C:6]([CH2:8][C:15]([C:10]2[CH:11]=[CH:12][CH:13]=[CH:14][N:9]=2)=[O:16])[CH:5]=[CH:4][N:3]=1. Given the reactants [Br:1][C:2]1[CH:7]=[C:6]([CH3:8])[CH:5]=[CH:4][N:3]=1.[N:9]1[CH:14]=[CH:13][CH:12]=[CH:11][C:10]=1[C:15](OCC)=[O:16].C[Si]([N-][Si](C)(C)C)(C)C.[Na+], predict the reaction product. (3) The product is: [C:1]12([C:11]3[O:15][C:14]([NH:16][C:17]4[CH:18]=[CH:19][CH:20]=[C:21]5[C:26]=4[CH2:25][C:24](=[O:27])[CH2:23][CH2:22]5)=[N:13][CH:12]=3)[CH2:10][CH:5]3[CH2:4][CH:3]([CH2:9][CH:7]([CH2:6]3)[CH2:8]1)[CH2:2]2. Given the reactants [C:1]12([C:11]3[O:15][C:14]([NH:16][C:17]4[C:26]5[CH2:25][C:24]([O:27]CC)=[CH:23][CH2:22][C:21]=5[CH:20]=[CH:19][CH:18]=4)=[N:13][CH:12]=3)[CH2:10][CH:5]3[CH2:6][CH:7]([CH2:9][CH:3]([CH2:4]3)[CH2:2]1)[CH2:8]2.C(OC1CC2C(NC3OC(C4C=CC(C(F)(F)F)=CC=4)=CN=3)=CC=CC=2CC=1)C, predict the reaction product. (4) Given the reactants [CH2:1]([OH:6])[CH2:2][CH2:3][CH2:4][OH:5].[H-].[Na+].[Br:9][C:10]1[C:11]([Cl:32])=[CH:12][C:13](F)=[C:14]([S:16]([N:19]2[C:28]3[C:23](=[CH:24][CH:25]=[CH:26][CH:27]=3)[C:22]([CH3:30])([CH3:29])[CH2:21][CH2:20]2)(=[O:18])=[O:17])[CH:15]=1.Cl, predict the reaction product. The product is: [Br:9][C:10]1[C:11]([Cl:32])=[CH:12][C:13]([O:5][CH2:4][CH2:3][CH2:2][CH2:1][OH:6])=[C:14]([S:16]([N:19]2[C:28]3[C:23](=[CH:24][CH:25]=[CH:26][CH:27]=3)[C:22]([CH3:30])([CH3:29])[CH2:21][CH2:20]2)(=[O:18])=[O:17])[CH:15]=1. (5) Given the reactants C[O:2][C:3]1[CH:13]=[CH:12][C:6]2[CH2:7][CH2:8][NH:9][CH2:10][CH2:11][C:5]=2[CH:4]=1.[BrH:14], predict the reaction product. The product is: [BrH:14].[OH:2][C:3]1[CH:13]=[CH:12][C:6]2[CH2:7][CH2:8][NH:9][CH2:10][CH2:11][C:5]=2[CH:4]=1. (6) Given the reactants CC([O-])(C)C.[K+].[CH2:7]1[CH2:11][O:10][CH2:9][CH2:8]1.[F:12][C:13]1C=CC=[C:18]2[C:14]=1C(CC(N)=O)=[CH:16][NH:17]2.CO[C:28](=O)[C:29]([C:31]1[CH:32]=[CH:33][CH:34]=[C:35]2[C:39]=1[N:38](C)[CH:37]=[CH:36]2)=O.[CH3:42][N:43]([CH:45]=[O:46])[CH3:44], predict the reaction product. The product is: [F:12][C:13]1[C:9](=[O:10])[CH2:8][C:7]2[C:11]3[C:16](=[N:17][C:18]=2[CH:14]=1)[C:32]1=[CH:33][CH2:34][C:35]2[C:39]([N:38]=[CH:37][CH:36]=2)=[C:31]1[C:29]1=[CH:42][N:43]([CH3:44])[C:45](=[O:46])[C:28]=31. (7) Given the reactants [CH3:1][O:2][C:3]([C:5]1([NH:15][C:16]([O:18][C:19]([CH3:22])([CH3:21])[CH3:20])=[O:17])[CH2:7][CH:6]1[CH2:8][CH2:9]OS(C)(=O)=O)=[O:4].[C-:23]#[N:24].[Na+].[Na+].[I-], predict the reaction product. The product is: [CH3:1][O:2][C:3]([C:5]1([NH:15][C:16]([O:18][C:19]([CH3:22])([CH3:21])[CH3:20])=[O:17])[CH2:7][CH:6]1[CH2:8][CH2:9][C:23]#[N:24])=[O:4].